Task: Regression. Given two drug SMILES strings and cell line genomic features, predict the synergy score measuring deviation from expected non-interaction effect.. Dataset: NCI-60 drug combinations with 297,098 pairs across 59 cell lines (1) Drug 1: CCC1=CC2CC(C3=C(CN(C2)C1)C4=CC=CC=C4N3)(C5=C(C=C6C(=C5)C78CCN9C7C(C=CC9)(C(C(C8N6C)(C(=O)OC)O)OC(=O)C)CC)OC)C(=O)OC.C(C(C(=O)O)O)(C(=O)O)O. Drug 2: CC1=C(C(=O)C2=C(C1=O)N3CC4C(C3(C2COC(=O)N)OC)N4)N. Cell line: NCI-H322M. Synergy scores: CSS=14.3, Synergy_ZIP=-6.79, Synergy_Bliss=-3.54, Synergy_Loewe=-8.72, Synergy_HSA=-3.79. (2) Drug 1: CC=C1C(=O)NC(C(=O)OC2CC(=O)NC(C(=O)NC(CSSCCC=C2)C(=O)N1)C(C)C)C(C)C. Drug 2: C1=CN(C=N1)CC(O)(P(=O)(O)O)P(=O)(O)O. Cell line: HCT-15. Synergy scores: CSS=2.40, Synergy_ZIP=-2.20, Synergy_Bliss=-2.86, Synergy_Loewe=3.17, Synergy_HSA=-0.872. (3) Drug 1: CC1=C(C=C(C=C1)NC2=NC=CC(=N2)N(C)C3=CC4=NN(C(=C4C=C3)C)C)S(=O)(=O)N.Cl. Drug 2: C1=NC2=C(N=C(N=C2N1C3C(C(C(O3)CO)O)F)Cl)N. Cell line: SF-268. Synergy scores: CSS=18.0, Synergy_ZIP=1.05, Synergy_Bliss=1.28, Synergy_Loewe=-29.9, Synergy_HSA=-1.14.